Dataset: Full USPTO retrosynthesis dataset with 1.9M reactions from patents (1976-2016). Task: Predict the reactants needed to synthesize the given product. (1) Given the product [CH3:15][O:14][C:10]1[CH:11]=[CH:12][C:13]2[N:5]3[C:6]([CH2:17][CH2:16][CH2:3][CH2:4]3)=[C:7]([CH:21]=[CH:20][N+:25]([O-:27])=[O:26])[C:8]=2[N:9]=1, predict the reactants needed to synthesize it. The reactants are: BrC1C=C[CH:17]=[CH:16][C:3]=1[CH2:4][N:5]1[C:13]2[C:8](=[N:9][C:10]([O:14][CH3:15])=[CH:11][CH:12]=2)[CH:7]=[CH:6]1.[C:20]([O-])(=O)[CH3:21].[NH4+].[N+:25](C)([O-:27])=[O:26]. (2) Given the product [Cl:4][C:5]1[CH:10]=[CH:9][C:8]([CH2:11][NH:12][C@@H:13]([C:15]2[CH:20]=[CH:19][CH:18]=[C:17]([Cl:21])[CH:16]=2)[CH3:14])=[CH:7][C:6]=1[O:22][CH2:23][CH:24]([OH:26])[CH3:25], predict the reactants needed to synthesize it. The reactants are: CC#N.[Cl:4][C:5]1[CH:10]=[CH:9][C:8]([CH2:11][NH:12][C@@H:13]([C:15]2[CH:20]=[CH:19][CH:18]=[C:17]([Cl:21])[CH:16]=2)[CH3:14])=[CH:7][C:6]=1[OH:22].[CH2:23]1[O:26][CH:24]1[CH3:25].C(=O)([O-])[O-].[Cs+].[Cs+]. (3) Given the product [CH3:15][C:12]1[CH:13]=[CH:14][C:6]([N:2]2[N:3]=[CH:4][CH:5]=[N:1]2)=[C:7]([CH:11]=1)[C:8]([Cl:19])=[O:9], predict the reactants needed to synthesize it. The reactants are: [N:1]1[N:2]([C:6]2[CH:14]=[CH:13][C:12]([CH3:15])=[CH:11][C:7]=2[C:8](O)=[O:9])[N:3]=[CH:4][CH:5]=1.C(Cl)(=O)C([Cl:19])=O.CN(C=O)C. (4) Given the product [C:28]1([CH:4]2[O:9][C:8](=[O:10])[NH:7][CH2:6][CH2:5]2)[CH:29]=[CH:30][CH:31]=[CH:32][CH:33]=1, predict the reactants needed to synthesize it. The reactants are: OC(C)(C)C[C@@:4]1([C:28]2[CH:33]=[CH:32][CH:31]=[CH:30][CH:29]=2)[O:9][C:8](=[O:10])[N:7]([C@H](C2C=CC(B3OC(C)(C)C(C)(C)O3)=CC=2)C)[CH2:6][CH2:5]1.BrC1C=CC(=O)N(C(C)C)C=1.C([O-])([O-])=O.[Cs+].[Cs+]. (5) Given the product [CH:27]([S:24]([C:11]1[CH:12]=[C:13]2[C:17](=[C:9]([OH:8])[CH:10]=1)[NH:16][N:15]=[C:14]2[NH:18][C:19]1[S:20][CH:21]=[CH:22][N:23]=1)(=[O:25])=[O:26])([CH3:29])[CH3:28], predict the reactants needed to synthesize it. The reactants are: C([O:8][C:9]1[CH:10]=[C:11]([S:24]([CH:27]([CH3:29])[CH3:28])(=[O:26])=[O:25])[CH:12]=[C:13]2[C:17]=1[NH:16][N:15]=[C:14]2[NH:18][C:19]1[S:20][CH:21]=[CH:22][N:23]=1)C1C=CC=CC=1.C(O)(=O)C.Cl. (6) Given the product [CH2:1]([O:8][C:9]1[CH:14]=[C:13]([CH2:21][C:20](=[O:22])[C:19]([CH3:24])([CH3:23])[CH3:18])[CH:12]=[CH:11][C:10]=1[O:16][CH3:17])[C:2]1[CH:7]=[CH:6][CH:5]=[CH:4][CH:3]=1, predict the reactants needed to synthesize it. The reactants are: [CH2:1]([O:8][C:9]1[CH:14]=[C:13](Br)[CH:12]=[CH:11][C:10]=1[O:16][CH3:17])[C:2]1[CH:7]=[CH:6][CH:5]=[CH:4][CH:3]=1.[CH3:18][C:19]([CH3:24])([CH3:23])[C:20](=[O:22])[CH3:21].C(O[Na])(C)(C)C.CC1(C)C2C(=C(P(C3C=CC=CC=3)C3C=CC=CC=3)C=CC=2)OC2C(P(C3C=CC=CC=3)C3C=CC=CC=3)=CC=CC1=2. (7) Given the product [O:12]=[C:8]1[CH2:9][CH2:10][CH2:11][C:6]([NH:1][CH2:2][C:3]([OH:5])=[O:4])=[CH:7]1, predict the reactants needed to synthesize it. The reactants are: [NH2:1][CH2:2][C:3]([OH:5])=[O:4].[C:6]1(=O)[CH2:11][CH2:10][CH2:9][C:8](=[O:12])[CH2:7]1. (8) The reactants are: [CH:1]1([N:6]2[CH2:12][C:11]([F:14])([F:13])[C:10](=[O:15])[N:9]([CH3:16])[C:8]3[CH:17]=[N:18][C:19]([NH:21][C:22]4[CH:30]=[CH:29][C:25]([C:26](O)=[O:27])=[CH:24][C:23]=4[O:31][CH3:32])=[N:20][C:7]2=3)[CH2:5][CH2:4][CH2:3][CH2:2]1.F[P-](F)(F)(F)(F)F.CN(C(N(C)C)=[N+]1C2C(=NC=CC=2)[N+]([O-])=N1)C.C(N(C(C)C)C(C)C)C.[NH2:66][CH:67]1[CH2:72][CH2:71][N:70]([C:73](=[O:75])[CH3:74])[CH2:69][CH2:68]1. Given the product [C:73]([N:70]1[CH2:71][CH2:72][CH:67]([NH:66][C:26](=[O:27])[C:25]2[CH:29]=[CH:30][C:22]([NH:21][C:19]3[N:18]=[CH:17][C:8]4[N:9]([CH3:16])[C:10](=[O:15])[C:11]([F:14])([F:13])[CH2:12][N:6]([CH:1]5[CH2:5][CH2:4][CH2:3][CH2:2]5)[C:7]=4[N:20]=3)=[C:23]([O:31][CH3:32])[CH:24]=2)[CH2:68][CH2:69]1)(=[O:75])[CH3:74], predict the reactants needed to synthesize it. (9) Given the product [NH2:14][C:7]1[C:8]([O:12][CH3:13])=[C:9]([NH:11][S:22]([CH3:21])(=[O:24])=[O:23])[CH:10]=[C:5]([CH:1]([CH2:3][CH3:4])[CH3:2])[CH:6]=1, predict the reactants needed to synthesize it. The reactants are: [CH:1]([C:5]1[CH:6]=[C:7]([NH2:14])[C:8]([O:12][CH3:13])=[C:9]([NH2:11])[CH:10]=1)([CH2:3][CH3:4])[CH3:2].N1C=CC=CC=1.[CH3:21][S:22](Cl)(=[O:24])=[O:23]. (10) Given the product [CH3:1][S:2]([CH2:5][CH2:6][C:7]1[N:8]=[CH:9][C:10]([NH2:13])=[N:11][CH:12]=1)(=[O:3])=[O:4], predict the reactants needed to synthesize it. The reactants are: [CH3:1][S:2]([CH2:5][CH2:6][C:7]1[N:8]=[CH:9][C:10]([NH:13]C(=O)OC(C)(C)C)=[N:11][CH:12]=1)(=[O:4])=[O:3].C(O)(C(F)(F)F)=O.